Dataset: Reaction yield outcomes from USPTO patents with 853,638 reactions. Task: Predict the reaction yield, written as a fraction of the theoretical maximum amount of product (1.0 means a 100% yield; for example, 0.34 means a 34% yield). The reactants are [CH3:1][O:2][C:3]1[CH:11]=[C:7]([C:8]([OH:10])=[O:9])[C:6]([NH2:12])=[CH:5][CH:4]=1.[C:13](OC(=O)C)(=O)[CH3:14]. No catalyst specified. The product is [CH3:13][C:14]1[O:9][C:8](=[O:10])[C:7]2[CH:11]=[C:3]([O:2][CH3:1])[CH:4]=[CH:5][C:6]=2[N:12]=1. The yield is 0.710.